From a dataset of Reaction yield outcomes from USPTO patents with 853,638 reactions. Predict the reaction yield, written as a fraction of the theoretical maximum amount of product (1.0 means a 100% yield; for example, 0.34 means a 34% yield). (1) The reactants are [C:1]([O:5][C:6](=[O:21])[NH:7][C:8]1[CH:13]=[CH:12][C:11]([C:14]([CH3:17])([CH3:16])[CH3:15])=[C:10]([N+:18]([O-])=O)[CH:9]=1)([CH3:4])([CH3:3])[CH3:2]. The catalyst is CO.[Pd]. The product is [C:1]([O:5][C:6](=[O:21])[NH:7][C:8]1[CH:13]=[CH:12][C:11]([C:14]([CH3:17])([CH3:16])[CH3:15])=[C:10]([NH2:18])[CH:9]=1)([CH3:4])([CH3:2])[CH3:3]. The yield is 0.930. (2) The reactants are [CH3:1][O:2][C:3]1[CH:4]=[C:5]2[C:10](=[CH:11][CH:12]=1)[C:9](=O)[NH:8][CH:7]=[C:6]2[N:14]1[CH2:19][CH2:18][N:17]([CH3:20])[CH2:16][CH2:15]1.O=P(Cl)(Cl)[Cl:23]. No catalyst specified. The product is [Cl:23][C:9]1[C:10]2[C:5](=[CH:4][C:3]([O:2][CH3:1])=[CH:12][CH:11]=2)[C:6]([N:14]2[CH2:19][CH2:18][N:17]([CH3:20])[CH2:16][CH2:15]2)=[CH:7][N:8]=1. The yield is 0.278. (3) The catalyst is O.CC(C)=O. The product is [OH:16][CH2:2][C:3]1[CH:11]=[CH:10][C:6]([C:7]([OH:9])=[O:8])=[CH:5][C:4]=1[N+:12]([O-:14])=[O:13]. The reactants are Br[CH2:2][C:3]1[CH:11]=[CH:10][C:6]([C:7]([OH:9])=[O:8])=[CH:5][C:4]=1[N+:12]([O-:14])=[O:13].C(=O)([O-])[O-:16].[Na+].[Na+]. The yield is 0.950. (4) The reactants are [Cl:1][C:2]1[CH:3]=[CH:4][C:5]2[N:6]([CH:8]=[CH:9][N:10]=2)[N:7]=1.C[C:12]([O-])=[O:13].[Na+].C=O. The catalyst is CC(O)=O. The product is [Cl:1][C:2]1[CH:3]=[CH:4][C:5]2[N:6]([C:8]([CH2:12][OH:13])=[CH:9][N:10]=2)[N:7]=1. The yield is 0.720. (5) The reactants are C[O:2][C:3]([C:5]1[S:6][C:7]([C:26]2[CH2:31][CH2:30][CH2:29][CH2:28][CH:27]=2)=[CH:8][C:9]=1[N:10]([C:17]([C@H:19]1[CH2:24][CH2:23][C@H:22]([CH3:25])[CH2:21][CH2:20]1)=[O:18])[C:11]1[CH:16]=[CH:15][CH:14]=[CH:13][CH:12]=1)=[O:4].[OH-].[Li+]. No catalyst specified. The product is [C:26]1([C:7]2[S:6][C:5]([C:3]([OH:4])=[O:2])=[C:9]([N:10]([C:17]([C@H:19]3[CH2:20][CH2:21][C@H:22]([CH3:25])[CH2:23][CH2:24]3)=[O:18])[C:11]3[CH:12]=[CH:13][CH:14]=[CH:15][CH:16]=3)[CH:8]=2)[CH2:31][CH2:30][CH2:29][CH2:28][CH:27]=1. The yield is 0.890. (6) The reactants are [F:1][C:2]([F:15])([F:14])[CH:3]1[O:8][CH2:7][C:6]([C:9]([O:11][CH2:12][CH3:13])=[O:10])=[CH:5][CH2:4]1. The catalyst is C1COCC1.[OH-].[OH-].[Pd+2]. The product is [F:14][C:2]([F:1])([F:15])[CH:3]1[O:8][CH2:7][CH:6]([C:9]([O:11][CH2:12][CH3:13])=[O:10])[CH2:5][CH2:4]1. The yield is 0.700.